This data is from Forward reaction prediction with 1.9M reactions from USPTO patents (1976-2016). The task is: Predict the product of the given reaction. (1) Given the reactants [F:1][C:2]1[CH:7]=[C:6]([F:8])[CH:5]=[CH:4][C:3]=1[C:9](=O)[C:10]#[C:11][CH3:12].N1C=CC=CC=1.Cl.[CH3:21][O:22][NH2:23].S([O-])([O-])(=O)=O.[Na+].[Na+], predict the reaction product. The product is: [CH3:21][O:22]/[N:23]=[C:9](/[C:3]1[CH:4]=[CH:5][C:6]([F:8])=[CH:7][C:2]=1[F:1])\[C:10]#[C:11][CH3:12]. (2) Given the reactants [NH:1]1[CH2:6][CH2:5][O:4][CH2:3][CH2:2]1.[Cl:7][C:8]1[CH:13]=[CH:12][C:11]([C@@H:14]2[C@:16]3([C:24]4[C:19](=[CH:20][CH:21]=[CH:22][CH:23]=4)[N:18]([CH2:25][C:26]4[CH:27]=[C:28]([CH:32]=[CH:33][CH:34]=4)[C:29](O)=[O:30])[C:17]3=[O:35])[CH2:15]2)=[CH:10][CH:9]=1, predict the reaction product. The product is: [Cl:7][C:8]1[CH:13]=[CH:12][C:11]([C@@H:14]2[C@:16]3([C:24]4[C:19](=[CH:20][CH:21]=[CH:22][CH:23]=4)[N:18]([CH2:25][C:26]4[CH:34]=[CH:33][CH:32]=[C:28]([C:29]([N:1]5[CH2:6][CH2:5][O:4][CH2:3][CH2:2]5)=[O:30])[CH:27]=4)[C:17]3=[O:35])[CH2:15]2)=[CH:10][CH:9]=1. (3) Given the reactants [OH-].[Na+].[OH:3][C:4]([C:7]1[N:8]=[C:9]([CH2:17][CH2:18][CH3:19])[NH:10][C:11]=1[C:12]([O:14]CC)=[O:13])([CH3:6])[CH3:5].Cl, predict the reaction product. The product is: [OH:3][C:4]([C:7]1[N:8]=[C:9]([CH2:17][CH2:18][CH3:19])[NH:10][C:11]=1[C:12]([OH:14])=[O:13])([CH3:6])[CH3:5]. (4) Given the reactants [NH2:1][C:2]1[C:11]2[C:6](=[C:7](Br)[CH:8]=[CH:9][CH:10]=2)[N:5]=[N:4][C:3]=1[C:13]([NH:15][CH2:16][CH2:17][CH3:18])=[O:14].[CH3:19][O:20][C:21]1[CH:22]=[C:23](B(O)O)[CH:24]=[C:25]([O:29][CH3:30])[C:26]=1[O:27][CH3:28], predict the reaction product. The product is: [NH2:1][C:2]1[C:11]2[C:6](=[C:7]([C:23]3[CH:24]=[C:25]([O:29][CH3:30])[C:26]([O:27][CH3:28])=[C:21]([O:20][CH3:19])[CH:22]=3)[CH:8]=[CH:9][CH:10]=2)[N:5]=[N:4][C:3]=1[C:13]([NH:15][CH2:16][CH2:17][CH3:18])=[O:14]. (5) Given the reactants [C:1]([O:5][C:6]([N:8]1[CH2:13][CH2:12][CH:11]([C@@:14]2([CH3:24])[O:23][C:17]3=[CH:18][N:19]=[C:20](Cl)[CH:21]=[C:16]3[CH2:15]2)[CH2:10][CH2:9]1)=[O:7])([CH3:4])([CH3:3])[CH3:2].[CH3:25][S:26]([N:29]1[CH2:34][CH:33]=[C:32](B2OC(C)(C)C(C)(C)O2)[CH2:31][CH2:30]1)(=[O:28])=[O:27], predict the reaction product. The product is: [C:1]([O:5][C:6]([N:8]1[CH2:13][CH2:12][CH:11]([C@@:14]2([CH3:24])[O:23][C:17]3=[CH:18][N:19]=[C:20]([C:32]4[CH2:33][CH2:34][N:29]([S:26]([CH3:25])(=[O:28])=[O:27])[CH2:30][CH:31]=4)[CH:21]=[C:16]3[CH2:15]2)[CH2:10][CH2:9]1)=[O:7])([CH3:4])([CH3:3])[CH3:2]. (6) Given the reactants [NH2:1][CH2:2][C@H:3]1[CH2:7][CH2:6][N:5]([CH2:8][CH:9]2[C:19]3=[C:20]4[C:15](=[CH:16][CH:17]=[C:18]3[F:21])[CH:14]=[CH:13][C:12](=[O:22])[N:11]4[CH2:10]2)[CH2:4]1.[Cl:23][C:24]1[C:33]([CH:34]=O)=[N:32][C:31]2[NH:30][C:29](=[O:36])[CH2:28][O:27][C:26]=2[CH:25]=1, predict the reaction product. The product is: [ClH:23].[ClH:23].[Cl:23][C:24]1[C:33]([CH2:34][NH:1][CH2:2][C@H:3]2[CH2:7][CH2:6][N:5]([CH2:8][CH:9]3[C:19]4=[C:20]5[C:15](=[CH:16][CH:17]=[C:18]4[F:21])[CH:14]=[CH:13][C:12](=[O:22])[N:11]5[CH2:10]3)[CH2:4]2)=[N:32][C:31]2[NH:30][C:29](=[O:36])[CH2:28][O:27][C:26]=2[CH:25]=1. (7) Given the reactants [CH3:1][O:2][C:3]([C@H:5]1[CH2:10][CH2:9][C@H:8]([CH2:11][NH:12][C:13]2[CH:18]=[C:17]([O:19][CH3:20])[CH:16]=[CH:15][C:14]=2[NH2:21])[CH2:7][CH2:6]1)=[O:4].O.C1C[O:26][CH2:25]C1, predict the reaction product. The product is: [CH3:1][O:2][C:3]([C@H:5]1[CH2:6][CH2:7][C@H:8]([CH2:11][N:12]2[C:13]3[CH:18]=[C:17]([O:19][CH3:20])[CH:16]=[CH:15][C:14]=3[NH:21][C:25]2=[O:26])[CH2:9][CH2:10]1)=[O:4]. (8) The product is: [Br:1][C:2]1[CH:3]=[C:4]2[C:9](=[CH:10][CH:11]=1)[N:8]([CH2:12][CH3:13])[C:7](=[O:14])[C:6]([C:15]([NH:35][NH:34][C:21](=[O:33])[CH2:22][CH2:23][CH2:24][CH2:25][CH2:26][CH2:27][CH2:28][CH2:29][CH2:30][CH2:31][CH3:32])=[O:17])=[C:5]2[OH:20]. Given the reactants [Br:1][C:2]1[CH:3]=[C:4]2[C:9](=[CH:10][CH:11]=1)[N:8]([CH2:12][CH3:13])[C:7](=[O:14])[C:6]([C:15]([O:17]CC)=O)=[C:5]2[OH:20].[C:21]([NH:34][NH2:35])(=[O:33])[CH2:22][CH2:23][CH2:24][CH2:25][CH2:26][CH2:27][CH2:28][CH2:29][CH2:30][CH2:31][CH3:32], predict the reaction product. (9) The product is: [CH2:1]([C:8]1[N:16]2[C:11]([CH:12]=[N:13][C:14]([NH:33][C:30]3[CH:29]=[CH:28][C:27]([N:24]4[CH2:23][CH2:22][N:21]([CH3:20])[CH2:26][CH2:25]4)=[CH:32][CH:31]=3)=[N:15]2)=[CH:10][CH:9]=1)[C:2]1[CH:7]=[CH:6][CH:5]=[CH:4][CH:3]=1. Given the reactants [CH2:1]([C:8]1[N:16]2[C:11]([CH:12]=[N:13][C:14](S(C)=O)=[N:15]2)=[CH:10][CH:9]=1)[C:2]1[CH:7]=[CH:6][CH:5]=[CH:4][CH:3]=1.[CH3:20][N:21]1[CH2:26][CH2:25][N:24]([C:27]2[CH:32]=[CH:31][C:30]([NH2:33])=[CH:29][CH:28]=2)[CH2:23][CH2:22]1.C(N(CC)C(C)C)(C)C.COCC(O)C, predict the reaction product.